Dataset: Forward reaction prediction with 1.9M reactions from USPTO patents (1976-2016). Task: Predict the product of the given reaction. (1) Given the reactants C([O:4][C@@:5]1([CH2:38][CH3:39])[C:35]2[CH:34]=[C:33]3[N:11]([CH2:12][C:13]4[C:14]3=[N:15][C:16]3[C:17]5[C:18]=4[N:19]([CH2:28][CH2:29][CH:30]([CH3:32])[CH3:31])[C:20]([S:26][CH3:27])=[N:21][C:22]=5[CH:23]=[CH:24][CH:25]=3)[C:10](=[O:36])[C:9]=2[CH2:8][O:7][C:6]1=[O:37])(=O)C.NN.Cl, predict the reaction product. The product is: [CH2:38]([C@:5]1([OH:4])[C:35]2[CH:34]=[C:33]3[N:11]([CH2:12][C:13]4[C:14]3=[N:15][C:16]3[C:17]5[C:18]=4[N:19]([CH2:28][CH2:29][CH:30]([CH3:32])[CH3:31])[C:20]([S:26][CH3:27])=[N:21][C:22]=5[CH:23]=[CH:24][CH:25]=3)[C:10](=[O:36])[C:9]=2[CH2:8][O:7][C:6]1=[O:37])[CH3:39]. (2) Given the reactants [N:1]1[C:10]2[C:5](=[CH:6][CH:7]=[C:8]([CH2:11]O)[CH:9]=2)[CH:4]=[CH:3][CH:2]=1.[BrH:13], predict the reaction product. The product is: [Br:13][CH2:11][C:8]1[CH:9]=[C:10]2[C:5]([CH:4]=[CH:3][CH:2]=[N:1]2)=[CH:6][CH:7]=1. (3) Given the reactants Cl.[CH3:2][O:3][C:4]1[CH:11]=[CH:10][C:7]([CH2:8]Cl)=[CH:6][CH:5]=1.[NH2:12][C@H:13]([C:16]([OH:18])=[O:17])[CH2:14][SH:15].[OH-].[Na+], predict the reaction product. The product is: [NH2:12][C@@H:13]([CH2:14][S:15][CH2:8][C:7]1[CH:10]=[CH:11][C:4]([O:3][CH3:2])=[CH:5][CH:6]=1)[C:16]([OH:18])=[O:17]. (4) Given the reactants Br[C:2]1[C:11]2[C:6](=[CH:7][CH:8]=[CH:9][CH:10]=2)[CH:5]=[N:4][CH:3]=1.C(=O)([O-])[O-].[Na+].[Na+].[C:18]1(B(O)O)[CH:23]=[CH:22][CH:21]=[CH:20][CH:19]=1, predict the reaction product. The product is: [C:18]1([C:2]2[C:11]3[C:6](=[CH:7][CH:8]=[CH:9][CH:10]=3)[CH:5]=[N:4][CH:3]=2)[CH:23]=[CH:22][CH:21]=[CH:20][CH:19]=1. (5) Given the reactants [N:1]1[CH:6]=[CH:5][N:4]=[CH:3][C:2]=1[CH2:7][C:8]([O:10]C)=O.O.[NH2:13][NH2:14], predict the reaction product. The product is: [N:1]1[CH:6]=[CH:5][N:4]=[CH:3][C:2]=1[CH2:7][C:8]([NH:13][NH2:14])=[O:10]. (6) Given the reactants [Si:1]([O:8][CH:9]1[CH2:12][N:11]([C:13]([C:15]2[S:23][C:22]3[C:17](=[N:18][CH:19]=[CH:20][C:21]=3[O:24][C:25]3[CH:30]=[CH:29][C:28]([N+:31]([O-])=O)=[CH:27][C:26]=3[F:34])[CH:16]=2)=[O:14])[CH2:10]1)([C:4]([CH3:7])([CH3:6])[CH3:5])([CH3:3])[CH3:2].[BH4-].[Na+].C(N(CC(O)=O)CC(O)=O)CN(CC(O)=O)CC(O)=O, predict the reaction product. The product is: [NH2:31][C:28]1[CH:29]=[CH:30][C:25]([O:24][C:21]2[CH:20]=[CH:19][N:18]=[C:17]3[CH:16]=[C:15]([C:13]([N:11]4[CH2:12][CH:9]([O:8][Si:1]([C:4]([CH3:5])([CH3:6])[CH3:7])([CH3:3])[CH3:2])[CH2:10]4)=[O:14])[S:23][C:22]=23)=[C:26]([F:34])[CH:27]=1. (7) Given the reactants O=[C:2]1[C:12]2[C:7](=[N:8][CH:9]=[C:10]([C:13]3[CH:18]=[CH:17][CH:16]=[CH:15][CH:14]=3)[CH:11]=2)[CH:6]=[CH:5][C:4]2[CH:19]=[CH:20][C:21]([NH:23][S:24]([CH3:27])(=[O:26])=[O:25])=[CH:22][C:3]1=2.[NH2:28][OH:29].Cl.N1C=CC=CC=1, predict the reaction product. The product is: [OH:29]/[N:28]=[C:2]1/[C:3]2[CH:22]=[C:21]([NH:23][S:24]([CH3:27])(=[O:26])=[O:25])[CH:20]=[CH:19][C:4]=2[CH:5]=[CH:6][C:7]2[C:12]/1=[CH:11][C:10]([C:13]1[CH:18]=[CH:17][CH:16]=[CH:15][CH:14]=1)=[CH:9][N:8]=2.